Task: Predict the reaction yield, written as a fraction of the theoretical maximum amount of product (1.0 means a 100% yield; for example, 0.34 means a 34% yield).. Dataset: Reaction yield outcomes from USPTO patents with 853,638 reactions (1) The reactants are [N+](C1C=CC(N)=NC=1)([O-])=O.Cl[C:12]1[CH:17]=[C:16]([S:18][CH2:19][C:20]2[CH:25]=[CH:24][C:23]([O:26][CH3:27])=[CH:22][CH:21]=2)[C:15]([N+:28]([O-:30])=[O:29])=[CH:14][N:13]=1.[CH3:31][O:32][C:33]1[CH:38]=[CH:37][C:36]([CH2:39][NH2:40])=[CH:35][CH:34]=1. The catalyst is O. The product is [CH3:31][O:32][C:33]1[CH:38]=[CH:37][C:36]([CH2:39][NH:40][C:12]2[CH:17]=[C:16]([S:18][CH2:19][C:20]3[CH:25]=[CH:24][C:23]([O:26][CH3:27])=[CH:22][CH:21]=3)[C:15]([N+:28]([O-:30])=[O:29])=[CH:14][N:13]=2)=[CH:35][CH:34]=1. The yield is 0.760. (2) The reactants are [CH3:1][N:2]([CH:23]([CH3:25])[CH3:24])[C:3]1[C:4]([C:17]2[CH:18]=[N:19][N:20]([CH3:22])[CH:21]=2)=[N:5][C:6]2[C:11]([N:12]=1)=[CH:10][C:9]([C:13]([O:15]C)=[O:14])=[CH:8][CH:7]=2.[OH-].[Na+].O. The catalyst is CO.C(Cl)(Cl)Cl. The product is [CH3:1][N:2]([CH:23]([CH3:25])[CH3:24])[C:3]1[C:4]([C:17]2[CH:18]=[N:19][N:20]([CH3:22])[CH:21]=2)=[N:5][C:6]2[C:11]([N:12]=1)=[CH:10][C:9]([C:13]([OH:15])=[O:14])=[CH:8][CH:7]=2. The yield is 0.910.